From a dataset of Retrosynthesis with 50K atom-mapped reactions and 10 reaction types from USPTO. Predict the reactants needed to synthesize the given product. (1) Given the product CC(C)C[C@H](NC(=O)[C@H](CCc1ccccc1)NC(=O)CN1CCOCC1)C(=O)N[C@@H](Cc1ccccc1)C(=O)N[C@@H](CC(C)C)C(=O)[C@@](C)(CI)OC(=O)CCC(=O)O, predict the reactants needed to synthesize it. The reactants are: COc1ccc(COC(=O)CCC(=O)O[C@](C)(CI)C(=O)[C@H](CC(C)C)NC(=O)[C@H](Cc2ccccc2)NC(=O)[C@H](CC(C)C)NC(=O)[C@H](CCc2ccccc2)NC(=O)CN2CCOCC2)cc1. (2) The reactants are: C#CC(O)CCCCCCCC.CCCC[SnH](CCCC)CCCC. Given the product CCCCCCCCC(O)/C=C/[Sn](CCCC)(CCCC)CCCC, predict the reactants needed to synthesize it. (3) Given the product O=C(O)c1cc(-c2ccsc2)nc(-c2ccccc2)n1, predict the reactants needed to synthesize it. The reactants are: O=C(O)c1cc(Cl)nc(-c2ccccc2)n1.OB(O)c1ccsc1.